Task: Predict the reaction yield, written as a fraction of the theoretical maximum amount of product (1.0 means a 100% yield; for example, 0.34 means a 34% yield).. Dataset: Reaction yield outcomes from USPTO patents with 853,638 reactions (1) The reactants are [C:1]1([NH:7][C:8]2[CH:14]=[CH:13][C:11](N)=[CH:10][CH:9]=2)[CH:6]=[CH:5]C=CC=1.OC1CCCO1. The catalyst is O. The product is [NH:7]1[C:8]2[C:9](=[CH:10][CH:11]=[CH:13][CH:14]=2)[CH2:5][CH2:6][CH2:1]1. The yield is 0.860. (2) The reactants are [CH3:1][S:2]([C:5]1[CH:6]=[C:7]([CH:12]=[CH:13][CH:14]=1)[C:8](OC)=[O:9])(=[O:4])=[O:3].[NH2:15][NH2:16]. The catalyst is CO. The product is [CH3:1][S:2]([C:5]1[CH:6]=[C:7]([CH:12]=[CH:13][CH:14]=1)[C:8]([NH:15][NH2:16])=[O:9])(=[O:4])=[O:3]. The yield is 0.800. (3) The reactants are [Br:1][C:2]1[CH:3]=[C:4]([CH:8]=[CH:9][CH:10]=1)[CH:5]=[N:6][OH:7].C1C(=O)N([Cl:18])C(=O)C1. The catalyst is C(Cl)(Cl)Cl.N1C=CC=CC=1. The product is [Cl:18][C:5](=[N:6][OH:7])[C:4]1[CH:8]=[CH:9][CH:10]=[C:2]([Br:1])[CH:3]=1. The yield is 1.00. (4) The reactants are [CH2:1]([N:5]1[C:9](=[O:10])[C:8](Cl)=[C:7]([C:12]2[CH:17]=[CH:16][CH:15]=[CH:14][CH:13]=2)[S:6]1(=[O:19])=[O:18])[CH2:2][CH2:3][CH3:4].[F:20][CH:21]([F:30])[O:22][C:23]1[CH:29]=[CH:28][C:26]([NH2:27])=[CH:25][CH:24]=1. The catalyst is CC#N. The product is [CH2:1]([N:5]1[C:9](=[O:10])[C:8]([NH:27][C:26]2[CH:28]=[CH:29][C:23]([O:22][CH:21]([F:20])[F:30])=[CH:24][CH:25]=2)=[C:7]([C:12]2[CH:17]=[CH:16][CH:15]=[CH:14][CH:13]=2)[S:6]1(=[O:19])=[O:18])[CH2:2][CH2:3][CH3:4]. The yield is 0.780. (5) The reactants are [Cl:1][C:2]1[N:7]=[C:6]([CH:8]=C)[C:5]([O:10][CH3:11])=[C:4]([Cl:12])[N:3]=1.ClCCl.C[OH:17]. No catalyst specified. The product is [Cl:1][C:2]1[N:7]=[C:6]([CH:8]=[O:17])[C:5]([O:10][CH3:11])=[C:4]([Cl:12])[N:3]=1. The yield is 1.00.